This data is from Full USPTO retrosynthesis dataset with 1.9M reactions from patents (1976-2016). The task is: Predict the reactants needed to synthesize the given product. (1) Given the product [CH3:1][O:2][C:3]1[CH:4]=[C:5]2[C:10](=[CH:11][C:12]=1[C:13]([OH:18])=[O:14])[N:9]([CH3:15])[C:8](=[O:16])[CH2:7][CH2:6]2, predict the reactants needed to synthesize it. The reactants are: [CH3:1][O:2][C:3]1[CH:4]=[C:5]2[C:10](=[CH:11][C:12]=1[CH:13]=[O:14])[N:9]([CH3:15])[C:8](=[O:16])[CH2:7][CH2:6]2.P([O-])(O)(O)=[O:18].[Na+].CC(=CC)C.Cl([O-])=O.[Na+]. (2) Given the product [CH:1]([O:4][C:5]1[CH:10]=[CH:9][C:8]([NH:11][C:12]([N:14]2[CH2:19][CH2:18][N:17]([C:20]3[C:25]([CH:26]=[N:27][O:28][CH2:29][CH2:30][NH:31][C:36]([NH:35][CH2:33][CH3:34])=[O:37])=[C:24]([NH2:32])[N:23]=[CH:22][N:21]=3)[CH2:16][CH2:15]2)=[O:13])=[CH:7][CH:6]=1)([CH3:3])[CH3:2], predict the reactants needed to synthesize it. The reactants are: [CH:1]([O:4][C:5]1[CH:10]=[CH:9][C:8]([NH:11][C:12]([N:14]2[CH2:19][CH2:18][N:17]([C:20]3[C:25]([CH:26]=[N:27][O:28][CH2:29][CH2:30][NH2:31])=[C:24]([NH2:32])[N:23]=[CH:22][N:21]=3)[CH2:16][CH2:15]2)=[O:13])=[CH:7][CH:6]=1)([CH3:3])[CH3:2].[CH2:33]([N:35]=[C:36]=[O:37])[CH3:34].